This data is from Reaction yield outcomes from USPTO patents with 853,638 reactions. The task is: Predict the reaction yield, written as a fraction of the theoretical maximum amount of product (1.0 means a 100% yield; for example, 0.34 means a 34% yield). The reactants are [CH3:1][O:2][C:3]1[CH:8]=[CH:7][C:6]([S:9]([N:12]2[C:20]3[C:15](=[CH:16][C:17]([N:21]4[CH2:26][CH2:25][N:24](CC5C=CC=CC=5)[CH2:23][CH2:22]4)=[CH:18][CH:19]=3)[CH:14]=[CH:13]2)(=[O:11])=[O:10])=[CH:5][CH:4]=1.[Cl:34]C(OC(Cl)C)=O. The catalyst is C(Cl)Cl. The product is [ClH:34].[CH3:1][O:2][C:3]1[CH:4]=[CH:5][C:6]([S:9]([N:12]2[C:20]3[C:15](=[CH:16][C:17]([N:21]4[CH2:26][CH2:25][NH:24][CH2:23][CH2:22]4)=[CH:18][CH:19]=3)[CH:14]=[CH:13]2)(=[O:11])=[O:10])=[CH:7][CH:8]=1. The yield is 1.00.